Dataset: Forward reaction prediction with 1.9M reactions from USPTO patents (1976-2016). Task: Predict the product of the given reaction. Given the reactants [C:1]([O:7][C:8]1[CH:13]=[C:12]([O:14][CH2:15][CH2:16][O:17][CH3:18])[CH:11]=[C:10]([CH:19]=O)[CH:9]=1)(=[O:6])[C:2]([CH3:5])([CH3:4])[CH3:3].[BH4-].[Na+].CCN(C(C)C)C(C)C.CS([Cl:36])(=O)=O.[Cl-].[K+], predict the reaction product. The product is: [C:1]([O:7][C:8]1[CH:13]=[C:12]([O:14][CH2:15][CH2:16][O:17][CH3:18])[CH:11]=[C:10]([CH2:19][Cl:36])[CH:9]=1)(=[O:6])[C:2]([CH3:5])([CH3:4])[CH3:3].